This data is from Experimentally validated miRNA-target interactions with 360,000+ pairs, plus equal number of negative samples. The task is: Binary Classification. Given a miRNA mature sequence and a target amino acid sequence, predict their likelihood of interaction. (1) The miRNA is mmu-miR-331-3p with sequence GCCCCUGGGCCUAUCCUAGAA. The protein sequence of the target gene is MAAQKDQQKDAEAEGLSGTTLLPKLIPSGAGREWLERRRATIRPWSTFVDQQRFSRPRNLGELCQRLVRNVEYYQSNYVFVFLGLILYCVVTSPMLLVALAVFFGACYILYLRTLESKLVLFGREVSPAHQYALAGGISFPFFWLAGAGSAVFWVLGATLVVIGSHAAFHQIEAVDGEELQMEPV. Result: 0 (no interaction). (2) The miRNA is hsa-miR-454-5p with sequence ACCCUAUCAAUAUUGUCUCUGC. The protein sequence of the target gene is MSVELEEALPVTTAEGMAKKVTKAGGSAALSPSKKRKNSKKKNQPGKYSQLVVETIRRLGERNGSSLAKIYTEAKKVPWFDQQNGRTYLKYSIKALVQNDTLLQVKGTGANGSFKLNRKKLEGGGERRGAPAAATAPAPTAHKAKKAAPGAAGSRRADKKPARGQKPEQRSHKKGAGAKKDKGGKAKKTAAAGGKKVKKAAKPSVPKVPKGRK. Result: 0 (no interaction).